Regression. Given a peptide amino acid sequence and an MHC pseudo amino acid sequence, predict their binding affinity value. This is MHC class I binding data. From a dataset of Peptide-MHC class I binding affinity with 185,985 pairs from IEDB/IMGT. (1) The peptide sequence is TVIKNNMI. The MHC is HLA-A02:02 with pseudo-sequence HLA-A02:02. The binding affinity (normalized) is 0.0303. (2) The binding affinity (normalized) is 0. The MHC is H-2-Db with pseudo-sequence H-2-Db. The peptide sequence is RVFVLGSL. (3) The peptide sequence is FMQEIPTFL. The MHC is HLA-A02:03 with pseudo-sequence HLA-A02:03. The binding affinity (normalized) is 0.776. (4) The peptide sequence is YLMPYSVYI. The binding affinity (normalized) is 0.820. The MHC is HLA-C07:01 with pseudo-sequence HLA-C07:01. (5) The peptide sequence is STAEQLSKYV. The MHC is HLA-A02:02 with pseudo-sequence HLA-A02:02. The binding affinity (normalized) is 0.356.